This data is from Full USPTO retrosynthesis dataset with 1.9M reactions from patents (1976-2016). The task is: Predict the reactants needed to synthesize the given product. Given the product [Cl:1][C:2]1[C:3]2[CH:12]=[CH:11][CH:10]=[C:9]([F:13])[C:4]=2[S:5][C:6]=1[CH:7]=[O:8], predict the reactants needed to synthesize it. The reactants are: [Cl:1][C:2]1[C:3]2[CH:12]=[CH:11][CH:10]=[C:9]([F:13])[C:4]=2[S:5][C:6]=1[CH2:7][OH:8].